This data is from Full USPTO retrosynthesis dataset with 1.9M reactions from patents (1976-2016). The task is: Predict the reactants needed to synthesize the given product. (1) Given the product [CH3:12][O:11][C:8]1[CH:9]=[CH:10][C:2]([NH:1][CH2:17][CH2:16][CH2:15][C:14]([F:20])([F:19])[F:13])=[C:3]([CH:7]=1)[C:4]([OH:6])=[O:5], predict the reactants needed to synthesize it. The reactants are: [NH2:1][C:2]1[CH:10]=[CH:9][C:8]([O:11][CH3:12])=[CH:7][C:3]=1[C:4]([OH:6])=[O:5].[F:13][C:14]([F:20])([F:19])[CH2:15][CH2:16][CH:17]=O.C(O[BH-](OC(=O)C)OC(=O)C)(=O)C.[Na+]. (2) Given the product [NH2:25][C:26]1[C:31]2[C:32]([C:35]3[CH:36]=[C:37]([NH:41][C:2]([NH:1][C:4]4[CH:9]=[CH:8][CH:7]=[C:6]([O:10][CH3:11])[CH:5]=4)=[O:3])[CH:38]=[CH:39][CH:40]=3)=[CH:33][S:34][C:30]=2[C:29]([C:54]2[CH:55]=[N:56][CH:57]=[CH:58][CH:59]=2)=[CH:28][N:27]=1, predict the reactants needed to synthesize it. The reactants are: [N:1]([C:4]1[CH:9]=[CH:8][CH:7]=[C:6]([O:10][CH3:11])[CH:5]=1)=[C:2]=[O:3].FC(F)(F)C1C=C(C=CC=1)C(Cl)=O.[NH2:25][C:26]1[C:31]2[C:32]([C:35]3[CH:36]=[C:37]([NH:41]C(=O)C4C=CC=C(C(F)(F)F)C=4)[CH:38]=[CH:39][CH:40]=3)=[CH:33][S:34][C:30]=2[C:29]([C:54]2[CH:55]=[N:56][CH:57]=[CH:58][CH:59]=2)=[CH:28][N:27]=1. (3) Given the product [NH2:1][C:2]1[C:7]([C:8]#[N:9])=[C:6]([CH2:16][CH2:15][CH3:20])[N:5]=[C:4]([NH:11][C:12](=[O:14])[CH3:13])[CH:3]=1, predict the reactants needed to synthesize it. The reactants are: [NH2:1][C:2]1[C:7]([C:8]#[N:9])=[C:6](Br)[N:5]=[C:4]([NH:11][C:12](=[O:14])[CH3:13])[CH:3]=1.[C:15]1(C)[CH:20]=CC=C[C:16]=1P(C1C=CC=CC=1C)C1C=CC=CC=1C.CN(C=O)C.[I-].C([Zn+])CC. (4) Given the product [CH3:35][O:36][C:6]1[C:7]2[O:38][CH:42]([CH2:41][N:13]3[CH2:14][CH:15]=[C:16]([C:19]4[C:27]5[C:22](=[CH:23][CH:24]=[CH:25][CH:26]=5)[NH:21][CH:20]=4)[CH2:17][CH2:18]3)[CH2:28][O:31][C:8]=2[CH:9]=[CH:10][CH:11]=1, predict the reactants needed to synthesize it. The reactants are: COS([C:6]1[CH:11]=[CH:10][C:9](C)=[CH:8][CH:7]=1)(=O)=O.[NH:13]1[CH2:18][CH:17]=[C:16]([C:19]2[C:27]3[C:22](=[CH:23][CH:24]=[CH:25][CH:26]=3)[NH:21][CH:20]=2)[CH2:15][CH2:14]1.[C:28](=[O:31])(O)[O-].[Na+].CN(C)[CH:35]=[O:36].[O:38]1[CH2:42][CH2:41]CC1.